From a dataset of Full USPTO retrosynthesis dataset with 1.9M reactions from patents (1976-2016). Predict the reactants needed to synthesize the given product. (1) Given the product [CH2:24]([N:9]([C:3]1[C:2]([Cl:1])=[CH:7][C:6]([Cl:8])=[CH:5][N:4]=1)[S:10]([C:13]1[CH:14]=[CH:15][C:16]([C:17]([O:19][CH3:20])=[O:18])=[CH:21][CH:22]=1)(=[O:12])=[O:11])[C:25]1[CH:30]=[CH:29][CH:28]=[CH:27][CH:26]=1, predict the reactants needed to synthesize it. The reactants are: [Cl:1][C:2]1[C:3]([NH:9][S:10]([C:13]2[CH:22]=[CH:21][C:16]([C:17]([O:19][CH3:20])=[O:18])=[CH:15][CH:14]=2)(=[O:12])=[O:11])=[N:4][CH:5]=[C:6]([Cl:8])[CH:7]=1.Br[CH2:24][C:25]1[CH:30]=[CH:29][CH:28]=[CH:27][CH:26]=1. (2) Given the product [CH2:1]([O:8][CH2:9][C:10]([CH3:15])([CH3:14])[C:11]([NH2:18])=[O:12])[C:2]1[CH:7]=[CH:6][CH:5]=[CH:4][CH:3]=1, predict the reactants needed to synthesize it. The reactants are: [CH2:1]([O:8][CH2:9][C:10]([CH3:15])([CH3:14])[C:11](O)=[O:12])[C:2]1[CH:7]=[CH:6][CH:5]=[CH:4][CH:3]=1.CC[N:18](CC)CC.ClC(OCC)=O.N. (3) The reactants are: C[O:2][C:3](=[O:30])[CH2:4][CH2:5][C:6]1[CH:11]=[CH:10][C:9]([O:12][CH2:13][CH2:14][C@H:15]([O:17][C:18]2[CH:23]=[CH:22][C:21]([C:24]([F:27])([F:26])[F:25])=[CH:20][C:19]=2Br)[CH3:16])=[CH:8][C:7]=1[CH3:29].[C:31]1([OH:37])[CH:36]=[CH:35][CH:34]=[CH:33][CH:32]=1.C(=O)([O-])[O-].[Cs+].[Cs+].CC(C)(C(=O)CC(=O)C(C)(C)C)C.[OH-].[Na+]. Given the product [CH3:29][C:7]1[CH:8]=[C:9]([O:12][CH2:13][CH2:14][C@H:15]([O:17][C:18]2[CH:23]=[CH:22][C:21]([C:24]([F:26])([F:25])[F:27])=[CH:20][C:19]=2[O:37][C:31]2[CH:36]=[CH:35][CH:34]=[CH:33][CH:32]=2)[CH3:16])[CH:10]=[CH:11][C:6]=1[CH2:5][CH2:4][C:3]([OH:2])=[O:30], predict the reactants needed to synthesize it. (4) The reactants are: [NH2:1][C:2]1/[C:3](=[CH:8]/[C:9]2[CH:27]=[CH:26][C:12]([O:13][C:14]3[CH:21]=[CH:20][C:17]([C:18]#[N:19])=[CH:16][C:15]=3[C:22]([F:25])([F:24])[F:23])=[C:11]([O:28][CH3:29])[CH:10]=2)/[NH:4][C:5](=[O:7])[N:6]=1.[CH3:30][N:31]1[CH2:35][CH2:34][CH2:33][CH:32]1[CH2:36][CH2:37]N. Given the product [CH3:29][O:28][C:11]1[CH:10]=[C:9](/[CH:8]=[C:3]2\[NH:4][C:5](=[O:7])[N:6]=[C:2]\2[NH:1][CH2:37][CH2:36][CH:32]2[CH2:33][CH2:34][CH2:35][N:31]2[CH3:30])[CH:27]=[CH:26][C:12]=1[O:13][C:14]1[CH:21]=[CH:20][C:17]([C:18]#[N:19])=[CH:16][C:15]=1[C:22]([F:23])([F:25])[F:24], predict the reactants needed to synthesize it. (5) Given the product [CH2:22]([C:24]1[CH:31]=[CH:30][C:27]([CH2:28][O:1][C@@H:2]2[CH2:11][CH2:10][C:9]3[CH:8]=[C:7]([C@H:12]4[CH2:21][CH2:20][C@@:14]5([NH:18][C:17](=[O:19])[O:16][CH2:15]5)[CH2:13]4)[CH:6]=[CH:5][C:4]=3[CH2:3]2)=[CH:26][CH:25]=1)[CH3:23], predict the reactants needed to synthesize it. The reactants are: [OH:1][C@@H:2]1[CH2:11][CH2:10][C:9]2[CH:8]=[C:7]([C@H:12]3[CH2:21][CH2:20][C@@:14]4([NH:18][C:17](=[O:19])[O:16][CH2:15]4)[CH2:13]3)[CH:6]=[CH:5][C:4]=2[CH2:3]1.[CH2:22]([C:24]1[CH:31]=[CH:30][C:27]([CH:28]=O)=[CH:26][CH:25]=1)[CH3:23].C([SiH](CC)CC)C.O.